This data is from Forward reaction prediction with 1.9M reactions from USPTO patents (1976-2016). The task is: Predict the product of the given reaction. Given the reactants [H-].[Na+].[F:3][C:4]1[CH:5]=[CH:6][C:7]([SH:15])=[C:8]([CH:14]=1)[C:9]([O:11][CH2:12][CH3:13])=[O:10].I[CH2:17][CH2:18][CH2:19][C:20]([O:22][C:23]([CH3:26])([CH3:25])[CH3:24])=[O:21].O, predict the reaction product. The product is: [C:23]([O:22][C:20](=[O:21])[CH2:19][CH2:18][CH2:17][S:15][C:7]1[CH:6]=[CH:5][C:4]([F:3])=[CH:14][C:8]=1[C:9]([O:11][CH2:12][CH3:13])=[O:10])([CH3:26])([CH3:25])[CH3:24].